Dataset: Forward reaction prediction with 1.9M reactions from USPTO patents (1976-2016). Task: Predict the product of the given reaction. Given the reactants [H-].[Na+].[CH3:3][N:4]1[CH2:8][CH2:7][CH2:6][C@H:5]1[CH2:9][OH:10].[CH:11]([CH:14]1[C:19]2[N:20]=[CH:21][NH:22][C:18]=2[CH2:17][CH2:16][N:15]1[C:23](OCC(Cl)(Cl)Cl)=[O:24])([CH3:13])[CH3:12], predict the reaction product. The product is: [CH:11]([CH:14]1[C:19]2[N:20]=[CH:21][NH:22][C:18]=2[CH2:17][CH2:16][N:15]1[C:23]([O:10][CH2:9][C@@H:5]1[CH2:6][CH2:7][CH2:8][N:4]1[CH3:3])=[O:24])([CH3:13])[CH3:12].